This data is from Reaction yield outcomes from USPTO patents with 853,638 reactions. The task is: Predict the reaction yield, written as a fraction of the theoretical maximum amount of product (1.0 means a 100% yield; for example, 0.34 means a 34% yield). The reactants are [CH3:1][N:2]1[CH2:7][CH2:6][N:5]2[N:8]=[C:9]([NH2:11])[CH:10]=[C:4]2[CH2:3]1.Br[C:13]1[C:14](=[O:21])[N:15]([CH3:20])[N:16]=[C:17]([Cl:19])[CH:18]=1.C(=O)([O-])[O-].[Cs+].[Cs+].CC1(C)C2C(=C(P(C3C=CC=CC=3)C3C=CC=CC=3)C=CC=2)OC2C(P(C3C=CC=CC=3)C3C=CC=CC=3)=CC=CC1=2. The catalyst is C1C=CC(/C=C/C(/C=C/C2C=CC=CC=2)=O)=CC=1.C1C=CC(/C=C/C(/C=C/C2C=CC=CC=2)=O)=CC=1.C1C=CC(/C=C/C(/C=C/C2C=CC=CC=2)=O)=CC=1.[Pd].[Pd].O1CCOCC1. The product is [Cl:19][C:17]1[CH:18]=[C:13]([NH:11][C:9]2[CH:10]=[C:4]3[CH2:3][N:2]([CH3:1])[CH2:7][CH2:6][N:5]3[N:8]=2)[C:14](=[O:21])[N:15]([CH3:20])[N:16]=1. The yield is 0.600.